Dataset: Reaction yield outcomes from USPTO patents with 853,638 reactions. Task: Predict the reaction yield, written as a fraction of the theoretical maximum amount of product (1.0 means a 100% yield; for example, 0.34 means a 34% yield). (1) The reactants are [CH3:1][N:2]1[C:6]([CH:7]=[O:8])=[C:5]([C:9]2[CH:10]=[CH:11][C:12]3[O:17][CH2:16][CH2:15][CH2:14][C:13]=3[C:18]=2[CH3:19])[C:4]([C:20]2[S:21][CH:22]=[CH:23][CH:24]=2)=[N:3]1.C[Si](C#N)(C)C.[Na].[C:32](Cl)(=[O:34])C.[CH3:36][OH:37]. The catalyst is ClCCl.[I-].[Zn+2].[I-]. The product is [OH:8][CH:7]([C:6]1[N:2]([CH3:1])[N:3]=[C:4]([C:20]2[S:21][CH:22]=[CH:23][CH:24]=2)[C:5]=1[C:9]1[CH:10]=[CH:11][C:12]2[O:17][CH2:16][CH2:15][CH2:14][C:13]=2[C:18]=1[CH3:19])[C:36]([O:34][CH3:32])=[O:37]. The yield is 0.650. (2) The reactants are [Cl:1][C:2]1[CH:7]=[C:6]([Cl:8])[CH:5]=[CH:4][C:3]=1[OH:9].[H-].[Na+].Cl[C:13]1[N:22]=[C:21]([O:23][CH:24]([CH3:26])[CH3:25])[CH:20]=[CH:19][C:14]=1[C:15]([O:17][CH3:18])=[O:16].O. The catalyst is CN(C)C=O. The product is [Cl:1][C:2]1[CH:7]=[C:6]([Cl:8])[CH:5]=[CH:4][C:3]=1[O:9][C:13]1[N:22]=[C:21]([O:23][CH:24]([CH3:26])[CH3:25])[CH:20]=[CH:19][C:14]=1[C:15]([O:17][CH3:18])=[O:16]. The yield is 1.00. (3) The reactants are [CH3:1][N:2]([C@@H:12]1[C@H:17]([CH3:18])[CH2:16][CH2:15][NH:14][CH2:13]1)[C:3]1[C:4]2[CH:11]=[CH:10][NH:9][C:5]=2[N:6]=[CH:7][N:8]=1.O=C1CCC(=O)N1[O:26][C:27](=O)[CH2:28][C:29]#[N:30]. The catalyst is C(O)C. The product is [CH3:18][C@@H:17]1[CH2:16][CH2:15][N:14]([C:27](=[O:26])[CH2:28][C:29]#[N:30])[CH2:13][C@@H:12]1[N:2]([CH3:1])[C:3]1[C:4]2[CH:11]=[CH:10][NH:9][C:5]=2[N:6]=[CH:7][N:8]=1. The yield is 0.860. (4) The reactants are [Li+].[OH-].C([O:5][C:6]([C:8]1[C:9]([O:23][CH2:24][CH3:25])=[N:10][C:11]2[C:16]([C:17]=1[CH3:18])=[CH:15][CH:14]=[C:13]([C:19]([F:22])([F:21])[F:20])[CH:12]=2)=[O:7])C. The catalyst is CO.C1COCC1. The product is [CH2:24]([O:23][C:9]1[C:8]([C:6]([OH:7])=[O:5])=[C:17]([CH3:18])[C:16]2[C:11](=[CH:12][C:13]([C:19]([F:22])([F:20])[F:21])=[CH:14][CH:15]=2)[N:10]=1)[CH3:25]. The yield is 0.950. (5) The reactants are Cl.Cl.[NH2:3][CH:4]1[CH2:9][CH2:8][N:7]([CH2:10][C@@H:11]2[N:22]3[C:23]4[C:14](=[C:15]([F:25])[CH:16]=[N:17][C:18]=4[CH:19]=[CH:20][C:21]3=[O:24])[O:13][CH2:12]2)[CH2:6][CH2:5]1.[N:26]1[C:31]2[O:32][CH2:33][CH2:34][O:35][C:30]=2[CH:29]=[C:28]([CH:36]=O)[N:27]=1. No catalyst specified. The product is [N:26]1[C:31]2[O:32][CH2:33][CH2:34][O:35][C:30]=2[CH:29]=[C:28]([CH2:36][NH:3][CH:4]2[CH2:5][CH2:6][N:7]([CH2:10][C@@H:11]3[N:22]4[C:23]5[C:14](=[C:15]([F:25])[CH:16]=[N:17][C:18]=5[CH:19]=[CH:20][C:21]4=[O:24])[O:13][CH2:12]3)[CH2:8][CH2:9]2)[N:27]=1. The yield is 0.400.